From a dataset of NCI-60 drug combinations with 297,098 pairs across 59 cell lines. Regression. Given two drug SMILES strings and cell line genomic features, predict the synergy score measuring deviation from expected non-interaction effect. (1) Drug 1: CN(CC1=CN=C2C(=N1)C(=NC(=N2)N)N)C3=CC=C(C=C3)C(=O)NC(CCC(=O)O)C(=O)O. Drug 2: C1C(C(OC1N2C=NC3=C(N=C(N=C32)Cl)N)CO)O. Cell line: 786-0. Synergy scores: CSS=23.3, Synergy_ZIP=-8.46, Synergy_Bliss=-17.4, Synergy_Loewe=-36.0, Synergy_HSA=-19.2. (2) Drug 1: CN1CCC(CC1)COC2=C(C=C3C(=C2)N=CN=C3NC4=C(C=C(C=C4)Br)F)OC. Drug 2: CCC1=CC2CC(C3=C(CN(C2)C1)C4=CC=CC=C4N3)(C5=C(C=C6C(=C5)C78CCN9C7C(C=CC9)(C(C(C8N6C)(C(=O)OC)O)OC(=O)C)CC)OC)C(=O)OC.C(C(C(=O)O)O)(C(=O)O)O. Cell line: UACC62. Synergy scores: CSS=57.1, Synergy_ZIP=10.7, Synergy_Bliss=11.2, Synergy_Loewe=-0.274, Synergy_HSA=13.5. (3) Drug 1: CN1CCC(CC1)COC2=C(C=C3C(=C2)N=CN=C3NC4=C(C=C(C=C4)Br)F)OC. Drug 2: CNC(=O)C1=CC=CC=C1SC2=CC3=C(C=C2)C(=NN3)C=CC4=CC=CC=N4. Cell line: OVCAR-8. Synergy scores: CSS=5.42, Synergy_ZIP=2.36, Synergy_Bliss=4.69, Synergy_Loewe=0.347, Synergy_HSA=3.35. (4) Drug 1: CC1CCC2CC(C(=CC=CC=CC(CC(C(=O)C(C(C(=CC(C(=O)CC(OC(=O)C3CCCCN3C(=O)C(=O)C1(O2)O)C(C)CC4CCC(C(C4)OC)O)C)C)O)OC)C)C)C)OC. Drug 2: N.N.Cl[Pt+2]Cl. Cell line: EKVX. Synergy scores: CSS=22.5, Synergy_ZIP=-0.622, Synergy_Bliss=6.42, Synergy_Loewe=-0.743, Synergy_HSA=4.19. (5) Drug 2: COC1=C2C(=CC3=C1OC=C3)C=CC(=O)O2. Drug 1: C1CN1C2=NC(=NC(=N2)N3CC3)N4CC4. Synergy scores: CSS=31.5, Synergy_ZIP=-6.15, Synergy_Bliss=-1.10, Synergy_Loewe=-14.7, Synergy_HSA=-1.75. Cell line: KM12.